From a dataset of Catalyst prediction with 721,799 reactions and 888 catalyst types from USPTO. Predict which catalyst facilitates the given reaction. (1) Reactant: COC[O:4][C:5]1[C:6]([CH2:13][CH2:14][CH3:15])=[N:7][CH:8]=[CH:9][C:10]=1[CH:11]=[O:12].Cl.C([O-])([O-])=O.[K+].[K+]. Product: [OH:4][C:5]1[C:6]([CH2:13][CH2:14][CH3:15])=[N:7][CH:8]=[CH:9][C:10]=1[CH:11]=[O:12]. The catalyst class is: 1. (2) Reactant: [C:1]([C:4]1[N:9]=[C:8]([C:10]([C:22]2[CH:27]=[CH:26][CH:25]=[C:24]([C:28]([CH3:31])([CH3:30])[CH3:29])[N:23]=2)([C:12]2[CH:17]=[CH:16][CH:15]=[C:14]([C:18]([CH3:21])([CH3:20])[CH3:19])[N:13]=2)O)[CH:7]=[CH:6][CH:5]=1)([OH:3])=[O:2].[PH2](O)=O.I. Product: [C:1]([C:4]1[N:9]=[C:8]([CH:10]([C:22]2[CH:27]=[CH:26][CH:25]=[C:24]([C:28]([CH3:31])([CH3:30])[CH3:29])[N:23]=2)[C:12]2[CH:17]=[CH:16][CH:15]=[C:14]([C:18]([CH3:21])([CH3:20])[CH3:19])[N:13]=2)[CH:7]=[CH:6][CH:5]=1)([OH:3])=[O:2]. The catalyst class is: 15. (3) Reactant: [C:1]([O:7][CH2:8][N:9]1[C:13]2[N:14]=[N:15][CH:16]=[C:17]([C:18]3[CH:19]=[N:20][NH:21][CH:22]=3)[C:12]=2[CH:11]=[CH:10]1)(=[O:6])[C:2]([CH3:5])([CH3:4])[CH3:3].[CH:23]1(/[CH:26]=[CH:27]/[C:28]#[N:29])[CH2:25][CH2:24]1.C1CCN2C(=NCCC2)CC1. Product: [C:1]([O:7][CH2:8][N:9]1[C:13]2[N:14]=[N:15][CH:16]=[C:17]([C:18]3[CH:19]=[N:20][N:21]([CH:26]([CH:23]4[CH2:25][CH2:24]4)[CH2:27][C:28]#[N:29])[CH:22]=3)[C:12]=2[CH:11]=[CH:10]1)(=[O:6])[C:2]([CH3:5])([CH3:4])[CH3:3]. The catalyst class is: 10. (4) Reactant: Br[C:2]1[CH:3]=[C:4]([CH:8]=[C:9]([S:11]([F:16])([F:15])([F:14])([F:13])[F:12])[CH:10]=1)[C:5]([OH:7])=[O:6].[CH3:17][N:18](C=O)C. Product: [C:17]([C:2]1[CH:3]=[C:4]([CH:8]=[C:9]([S:11]([F:16])([F:15])([F:14])([F:13])[F:12])[CH:10]=1)[C:5]([OH:7])=[O:6])#[N:18]. The catalyst class is: 267.